Dataset: Reaction yield outcomes from USPTO patents with 853,638 reactions. Task: Predict the reaction yield, written as a fraction of the theoretical maximum amount of product (1.0 means a 100% yield; for example, 0.34 means a 34% yield). (1) The reactants are [Br:1][C:2]1[CH:10]=[CH:9][C:8]([C:11]([O:13][CH3:14])=[O:12])=[C:7]2[C:3]=1[CH:4]=[C:5](I)[N:6]2[S:15]([C:18]1[CH:24]=[CH:23][C:21]([CH3:22])=[CH:20][CH:19]=1)(=[O:17])=[O:16].O.CC1(C)C(C)(C)OB([C:35]2[CH2:36][N:37]([C:40]([O:42][C:43]([CH3:46])([CH3:45])[CH3:44])=[O:41])[CH2:38][CH:39]=2)O1.C([O-])([O-])=O.[Na+].[Na+]. The catalyst is COCCOC.C1C=CC(P(C2C=CC=CC=2)[C-]2C=CC=C2)=CC=1.C1C=CC(P(C2C=CC=CC=2)[C-]2C=CC=C2)=CC=1.Cl[Pd]Cl.[Fe+2]. The product is [Br:1][C:2]1[CH:10]=[CH:9][C:8]([C:11]([O:13][CH3:14])=[O:12])=[C:7]2[C:3]=1[CH:4]=[C:5]([C:39]1[CH2:38][N:37]([C:40]([O:42][C:43]([CH3:46])([CH3:45])[CH3:44])=[O:41])[CH2:36][CH:35]=1)[N:6]2[S:15]([C:18]1[CH:24]=[CH:23][C:21]([CH3:22])=[CH:20][CH:19]=1)(=[O:17])=[O:16]. The yield is 0.560. (2) The reactants are Br[C:2]1[O:3][C:4]([CH3:7])=[N:5][N:6]=1.C([Mg]Cl)(C)C.[CH:13]1([CH2:16]/[C:17](=[N:19]\[S:20]([C:22]([CH3:25])([CH3:24])[CH3:23])=[O:21])/[CH3:18])[CH2:15][CH2:14]1.C[Al](C)C.CCCCCCC. The catalyst is C1COCC1.C1(C)C=CC=CC=1. The product is [CH:13]1([CH2:16][C:17]([NH:19][S:20]([C:22]([CH3:23])([CH3:25])[CH3:24])=[O:21])([CH3:18])[C:2]2[O:3][C:4]([CH3:7])=[N:5][N:6]=2)[CH2:14][CH2:15]1. The yield is 0.540. (3) The reactants are [OH:1][CH2:2][CH:3]1[CH2:8][CH2:7][CH:6]([C:9]([O:11][CH3:12])=[O:10])[CH2:5][CH2:4]1.C(N(CC)CC)C.[C:20]([Si:24](Cl)([CH3:26])[CH3:25])([CH3:23])([CH3:22])[CH3:21]. The catalyst is CN(C1C=CN=CC=1)C.C(Cl)Cl. The product is [Si:24]([O:1][CH2:2][CH:3]1[CH2:4][CH2:5][CH:6]([C:9]([O:11][CH3:12])=[O:10])[CH2:7][CH2:8]1)([C:20]([CH3:23])([CH3:22])[CH3:21])([CH3:26])[CH3:25]. The yield is 0.920. (4) The reactants are [CH:1]([C:3]1[CH:8]=[CH:7][C:6]([C:9]2[CH:14]=[CH:13][C:12]([CH2:15][CH2:16][C:17]([C:19]3[O:20][C:21]([C:24]4[N:29]=[C:28]([C:30]([O:32][CH3:33])=[O:31])[CH:27]=[CH:26][CH:25]=4)=[CH:22][N:23]=3)=[O:18])=[CH:11][CH:10]=2)=[CH:5][CH:4]=1)=O.[NH:34]1[CH2:39][CH2:38][O:37][CH2:36][CH2:35]1.[BH-](OC(C)=O)(OC(C)=O)OC(C)=O.[Na+]. The catalyst is ClC(Cl)C. The product is [O:37]1[CH2:38][CH2:39][N:34]([CH2:1][C:3]2[CH:8]=[CH:7][C:6]([C:9]3[CH:10]=[CH:11][C:12]([CH2:15][CH2:16][C:17]([C:19]4[O:20][C:21]([C:24]5[N:29]=[C:28]([C:30]([O:32][CH3:33])=[O:31])[CH:27]=[CH:26][CH:25]=5)=[CH:22][N:23]=4)=[O:18])=[CH:13][CH:14]=3)=[CH:5][CH:4]=2)[CH2:35][CH2:36]1. The yield is 0.580. (5) The reactants are [N:1]1([C:7]2[CH:8]=[CH:9][C:10]([NH2:13])=[N:11][CH:12]=2)[CH2:6][CH2:5][O:4][CH2:3][CH2:2]1.[CH3:14][N:15]([CH3:33])[C:16]([C:18]1[N:27]([CH:28]2[CH2:32][CH2:31][CH2:30][CH2:29]2)[C:21]2[N:22]=[C:23](Cl)[N:24]=[CH:25][C:20]=2[CH:19]=1)=[O:17].C(=O)([O-])[O-].[Cs+].[Cs+].CCCCCCC. The catalyst is O1CCOCC1.C([O-])(=O)C.[Pd+2].C([O-])(=O)C.C1C=CC(P(C2C(C3C(P(C4C=CC=CC=4)C4C=CC=CC=4)=CC=C4C=3C=CC=C4)=C3C(C=CC=C3)=CC=2)C2C=CC=CC=2)=CC=1. The product is [CH3:14][N:15]([CH3:33])[C:16]([C:18]1[N:27]([CH:28]2[CH2:32][CH2:31][CH2:30][CH2:29]2)[C:21]2[N:22]=[C:23]([NH:13][C:10]3[CH:9]=[CH:8][C:7]([N:1]4[CH2:6][CH2:5][O:4][CH2:3][CH2:2]4)=[CH:12][N:11]=3)[N:24]=[CH:25][C:20]=2[CH:19]=1)=[O:17]. The yield is 0.880.